This data is from Full USPTO retrosynthesis dataset with 1.9M reactions from patents (1976-2016). The task is: Predict the reactants needed to synthesize the given product. The reactants are: [CH:1]1([O:7][C:8]2[C:13]([F:14])=[CH:12][C:11]([CH2:15][OH:16])=[CH:10][C:9]=2[F:17])[CH2:6][CH2:5][CH2:4][CH2:3][CH2:2]1.Cl[C:19]1[CH:30]=[C:23]2[N:24]([CH3:29])[C@@H:25]([CH3:28])[CH2:26][CH2:27][N:22]2[C:21](=[O:31])[N:20]=1. Given the product [CH:1]1([O:7][C:8]2[C:9]([F:17])=[CH:10][C:11]([CH2:15][O:16][C:19]3[CH:30]=[C:23]4[N:24]([CH3:29])[C@@H:25]([CH3:28])[CH2:26][CH2:27][N:22]4[C:21](=[O:31])[N:20]=3)=[CH:12][C:13]=2[F:14])[CH2:2][CH2:3][CH2:4][CH2:5][CH2:6]1, predict the reactants needed to synthesize it.